This data is from Catalyst prediction with 721,799 reactions and 888 catalyst types from USPTO. The task is: Predict which catalyst facilitates the given reaction. (1) Reactant: [C:1]([O:5][C:6]([N:8]1[CH2:12][C@@H:11]([N:13]2C(=O)C3=CC=CC=C3C2=O)[CH2:10][C@H:9]1[CH2:24][O:25][Si:26]([C:39]([CH3:42])([CH3:41])[CH3:40])([C:33]1[CH:38]=[CH:37][CH:36]=[CH:35][CH:34]=1)[C:27]1[CH:32]=[CH:31][CH:30]=[CH:29][CH:28]=1)=[O:7])([CH3:4])([CH3:3])[CH3:2].NN.O. Product: [NH2:13][C@@H:11]1[CH2:12][N:8]([C:6]([O:5][C:1]([CH3:4])([CH3:2])[CH3:3])=[O:7])[C@H:9]([CH2:24][O:25][Si:26]([C:39]([CH3:42])([CH3:41])[CH3:40])([C:33]2[CH:38]=[CH:37][CH:36]=[CH:35][CH:34]=2)[C:27]2[CH:28]=[CH:29][CH:30]=[CH:31][CH:32]=2)[CH2:10]1. The catalyst class is: 14. (2) Reactant: [C:1]([OH:4])(=[O:3])C.[C:5]([O:9][C:10]([N:12]1[CH2:17][CH2:16][C:15](=O)[CH2:14][CH2:13]1)=[O:11])([CH3:8])([CH3:7])[CH3:6].[NH2:19][C:20]1[CH:25]=[CH:24][CH:23]=[CH:22][C:21]=1[CH:26](O)[CH3:27].C([BH3-])#N.[Na+]. Product: [CH3:27][CH:26]1[C:21]2[CH:22]=[CH:23][CH:24]=[CH:25][C:20]=2[N:19]([CH:15]2[CH2:16][CH2:17][N:12]([C:10]([O:9][C:5]([CH3:8])([CH3:7])[CH3:6])=[O:11])[CH2:13][CH2:14]2)[C:1](=[O:3])[O:4]1. The catalyst class is: 4.